Dataset: Reaction yield outcomes from USPTO patents with 853,638 reactions. Task: Predict the reaction yield, written as a fraction of the theoretical maximum amount of product (1.0 means a 100% yield; for example, 0.34 means a 34% yield). (1) The reactants are N1[C:14]2[C:5](=[CH:6][CH:7]=[C:8]3[C:13]=2N=CC=C3)C=CC=1.[C:15]([O-:18])([O-])=O.[Cs+].[Cs+].IC1[CH:23]=[C:24]([O:28]C)C=CC=1. The catalyst is [Cu]I.C(O)C. The product is [CH2:24]([O:28][C:14]1[CH:13]=[C:8]([O:18][CH3:15])[CH:7]=[CH:6][CH:5]=1)[CH3:23]. The yield is 0.930. (2) The catalyst is CN(C=O)C. The product is [N:15]1[CH:16]=[CH:17][CH:18]=[CH:19][C:14]=1[N:1]1[CH:5]=[C:4]([C:6]([O:8][CH2:9][CH3:10])=[O:7])[CH:3]=[N:2]1. The reactants are [NH:1]1[CH:5]=[C:4]([C:6]([O:8][CH2:9][CH3:10])=[O:7])[CH:3]=[N:2]1.[H-].[Na+].F[C:14]1[CH:19]=[CH:18][CH:17]=[CH:16][N:15]=1. The yield is 0.650. (3) The reactants are Br[C:2]1[N:6]=[C:5]([NH:7][CH2:8][CH:9]2[CH2:11][CH2:10]2)[N:4]([CH2:12][CH:13]([CH3:15])[CH3:14])[N:3]=1.Cl.Cl.[CH3:18][O:19][C:20]1[CH:21]=[C:22]([CH:24]=[CH:25][C:26]=1[N:27]1[CH:31]=[C:30]([CH3:32])[N:29]=[CH:28]1)[NH2:23].C(=O)([O-])[O-].[Cs+].[Cs+].CC1(C)C2C(=C(P(C3C=CC=CC=3)C3C=CC=CC=3)C=CC=2)OC2C(P(C3C=CC=CC=3)C3C=CC=CC=3)=CC=CC1=2. The catalyst is O1CCOCC1.CN(C)C(=O)C.CC([O-])=O.CC([O-])=O.[Pd+2]. The product is [CH:9]1([CH2:8][NH:7][C:5]2[N:4]([CH2:12][CH:13]([CH3:15])[CH3:14])[N:3]=[C:2]([NH:23][C:22]3[CH:24]=[CH:25][C:26]([N:27]4[CH:31]=[C:30]([CH3:32])[N:29]=[CH:28]4)=[C:20]([O:19][CH3:18])[CH:21]=3)[N:6]=2)[CH2:11][CH2:10]1. The yield is 0.200. (4) The reactants are [Br:1][C:2]1[CH:10]=[C:9]2[C:5]([C:6](=[O:12])C(=O)[NH:8]2)=[CH:4][CH:3]=1.[OH-:13].[Na+].Cl. The catalyst is OO. The product is [NH2:8][C:9]1[CH:10]=[C:2]([Br:1])[CH:3]=[CH:4][C:5]=1[C:6]([OH:12])=[O:13]. The yield is 0.210. (5) The reactants are [CH3:1][N:2]([C:11]1[CH:12]=[CH:13][CH:14]=[C:15]2[C:19]=1[NH:18][C:17]([C:20]1[S:21][CH:22]([CH2:25][CH:26]=O)[CH2:23][N:24]=1)=[CH:16]2)[S:3]([C:6]1[S:7][CH:8]=[CH:9][CH:10]=1)(=[O:5])=[O:4].[N:28]1[N:29]=[C:30]([NH2:33])[NH:31][CH:32]=1.C(O[BH-](OC(=O)C)OC(=O)C)(=O)C.[Na+].C(=O)([O-])O.[Na+]. The catalyst is C(O)(=O)C. The product is [CH3:1][N:2]([C:11]1[CH:12]=[CH:13][CH:14]=[C:15]2[C:19]=1[NH:18][C:17]([C:20]1[S:21][CH:22]([CH2:25][CH2:26][NH:33][C:30]3[NH:31][CH:32]=[N:28][N:29]=3)[CH2:23][N:24]=1)=[CH:16]2)[S:3]([C:6]1[S:7][CH:8]=[CH:9][CH:10]=1)(=[O:5])=[O:4]. The yield is 0.500. (6) The reactants are C([O:5][C:6](=O)[CH2:7][CH:8]([C:16]#[N:17])[CH:9]([CH:13]([CH3:15])[CH3:14])[CH2:10][CH2:11][CH3:12])(C)(C)C. The catalyst is CO.[Ni]. The product is [CH:13]([CH:9]([CH:8]1[CH2:16][NH:17][C:6](=[O:5])[CH2:7]1)[CH2:10][CH2:11][CH3:12])([CH3:15])[CH3:14]. The yield is 1.00. (7) The reactants are [F:1][C:2]1[CH:7]=[CH:6][CH:5]=[CH:4][C:3]=1[OH:8].Br[C:10]1[CH:15]=[CH:14][C:13]([Br:16])=[CH:12][N:11]=1.CN(C)C=O.[H-].[Na+]. The catalyst is O. The product is [Br:16][C:13]1[CH:14]=[CH:15][C:10]([O:8][C:3]2[CH:4]=[CH:5][CH:6]=[CH:7][C:2]=2[F:1])=[N:11][CH:12]=1. The yield is 0.280. (8) The reactants are [NH:1]1[C:10]2[C:5](=[CH:6][CH:7]=[CH:8][CH:9]=2)[CH:4]([C:11]([OH:13])=O)[CH2:3][CH2:2]1.Cl.[CH3:15][NH:16][O:17][CH3:18].CN1CCOCC1.Cl.C(N=C=NCCCN(C)C)C. The catalyst is ClCCl. The product is [CH3:18][O:17][N:16]([CH3:15])[C:11]([CH:4]1[C:5]2[C:10](=[CH:9][CH:8]=[CH:7][CH:6]=2)[NH:1][CH2:2][CH2:3]1)=[O:13]. The yield is 0.470. (9) The reactants are Cl[C:2]1[CH:3]=[CH:4][C:5]2[O:14][CH2:13][CH2:12][C:11]3[CH:10]=[C:9]([C:15]4[N:16]([C:20]5[CH:25]=[CH:24][C:23]([F:26])=[CH:22][C:21]=5[F:27])[N:17]=[CH:18][N:19]=4)[S:8][C:7]=3[C:6]=2[N:28]=1.CC1(C)C(C)(C)OB([C:37]2[CH:38]=[CH:39][C:40]([N:43]3[CH2:48][CH2:47][O:46][CH2:45][CH2:44]3)=[N:41][CH:42]=2)O1.C([O-])([O-])=O.[Cs+].[Cs+]. The catalyst is C1C=CC(P(C2C=CC=CC=2)[C-]2C=CC=C2)=CC=1.C1C=CC(P(C2C=CC=CC=2)[C-]2C=CC=C2)=CC=1.Cl[Pd]Cl.[Fe+2].CC#N.O. The product is [F:27][C:21]1[CH:22]=[C:23]([F:26])[CH:24]=[CH:25][C:20]=1[N:16]1[C:15]([C:9]2[S:8][C:7]3[C:6]4[N:28]=[C:2]([C:37]5[CH:42]=[N:41][C:40]([N:43]6[CH2:44][CH2:45][O:46][CH2:47][CH2:48]6)=[CH:39][CH:38]=5)[CH:3]=[CH:4][C:5]=4[O:14][CH2:13][CH2:12][C:11]=3[CH:10]=2)=[N:19][CH:18]=[N:17]1. The yield is 0.180. (10) The reactants are Cl.[NH2:2][CH:3]([C:9]1[CH:14]=[CH:13][CH:12]=[CH:11][C:10]=1[F:15])[C:4](OCC)=[O:5].[H-].[H-].[H-].[H-].[Li+].[Al+3]. The catalyst is C1COCC1. The product is [NH2:2][CH:3]([C:9]1[CH:14]=[CH:13][CH:12]=[CH:11][C:10]=1[F:15])[CH2:4][OH:5]. The yield is 0.950.